This data is from Skin sensitization/reaction prediction data. The task is: Regression/Classification. Given a drug SMILES string, predict its toxicity properties. Task type varies by dataset: regression for continuous values (e.g., LD50, hERG inhibition percentage) or binary classification for toxic/non-toxic outcomes (e.g., AMES mutagenicity, cardiotoxicity, hepatotoxicity). Dataset: skin_reaction. (1) The drug is CC(CC(=O)Cl)CC(C)(C)C. The result is 1 (causes skin reaction). (2) The compound is CCCCCCCCCCCCCCCCS(=O)(=O)OC. The result is 1 (causes skin reaction). (3) The molecule is C=CCc1cc(OC)c(O)cc1C. The result is 1 (causes skin reaction). (4) The compound is COc1cc2c(cc1C(F)(F)F)NCC2. The result is 1 (causes skin reaction). (5) The molecule is CCCCOCC1CO1. The result is 1 (causes skin reaction). (6) The drug is CCCCCCBr. The result is 1 (causes skin reaction). (7) The compound is CCCCCCCCCCCCCCCCI. The result is 1 (causes skin reaction).